From a dataset of Forward reaction prediction with 1.9M reactions from USPTO patents (1976-2016). Predict the product of the given reaction. Given the reactants C([N:8]1[CH2:17]/[C:16](=[CH:18]\[CH3:19])/[C:15]2[N:14]=[C:13]([N:20]3[CH2:25][CH2:24][O:23][CH2:22][CH2:21]3)[CH:12]=[CH:11][C:10]=2[CH2:9]1)C1C=CC=CC=1, predict the reaction product. The product is: [CH2:18]([CH:16]1[C:15]2[N:14]=[C:13]([N:20]3[CH2:21][CH2:22][O:23][CH2:24][CH2:25]3)[CH:12]=[CH:11][C:10]=2[CH2:9][NH:8][CH2:17]1)[CH3:19].